From a dataset of Reaction yield outcomes from USPTO patents with 853,638 reactions. Predict the reaction yield, written as a fraction of the theoretical maximum amount of product (1.0 means a 100% yield; for example, 0.34 means a 34% yield). (1) The reactants are CC1(C)[O:9][C:8](=[O:10])[C:5]2([CH2:7][CH2:6]2)[C:4](=[O:11])O1.[CH3:13][C:14]1[CH:15]=[C:16]([CH:18]=[CH:19][C:20]=1[CH3:21])[NH2:17]. The catalyst is C(O)C. The product is [CH3:13][C:14]1[CH:15]=[C:16]([N:17]2[CH2:6][CH2:7][CH:5]([C:8]([OH:9])=[O:10])[C:4]2=[O:11])[CH:18]=[CH:19][C:20]=1[CH3:21]. The yield is 0.860. (2) The reactants are CCN(C(C)C)C(C)C.Cl[C:11]1[C:12]2[S:28][C:27]([NH2:29])=[N:26][C:13]=2[N:14]=[C:15]([S:17][C@H:18]([C:20]2[CH:25]=[CH:24][CH:23]=[CH:22][CH:21]=2)[CH3:19])[N:16]=1.[NH2:30][C@H:31]([CH2:34][C:35]([F:38])([CH3:37])[CH3:36])[CH2:32][OH:33]. The catalyst is CN1C(=O)CCC1. The product is [NH2:29][C:27]1[S:28][C:12]2[C:11]([NH:30][C@H:31]([CH2:34][C:35]([F:38])([CH3:37])[CH3:36])[CH2:32][OH:33])=[N:16][C:15]([S:17][C@H:18]([C:20]3[CH:25]=[CH:24][CH:23]=[CH:22][CH:21]=3)[CH3:19])=[N:14][C:13]=2[N:26]=1. The yield is 0.170. (3) The reactants are [F:1][C:2]([F:38])([F:37])[C:3]1[CH:4]=[C:5]([CH:30]=[C:31]([C:33]([F:36])([F:35])[F:34])[CH:32]=1)[CH2:6][N:7]([CH3:29])[C:8](=[O:28])[C:9]1[C:14]([C:15]2[CH:20]=[CH:19][CH:18]=[CH:17][C:16]=2[CH3:21])=[CH:13][C:12]([N:22]2[CH2:27][CH2:26][S:25][CH2:24][CH2:23]2)=[N:11][CH:10]=1.[OH:39]OS([O-])=O.[K+]. The catalyst is CO. The product is [F:38][C:2]([F:37])([F:1])[C:3]1[CH:4]=[C:5]([CH:30]=[C:31]([C:33]([F:35])([F:36])[F:34])[CH:32]=1)[CH2:6][N:7]([CH3:29])[C:8](=[O:28])[C:9]1[C:14]([C:15]2[CH:20]=[CH:19][CH:18]=[CH:17][C:16]=2[CH3:21])=[CH:13][C:12]([N:22]2[CH2:27][CH2:26][S:25](=[O:39])[CH2:24][CH2:23]2)=[N:11][CH:10]=1. The yield is 0.799.